This data is from Reaction yield outcomes from USPTO patents with 853,638 reactions. The task is: Predict the reaction yield, written as a fraction of the theoretical maximum amount of product (1.0 means a 100% yield; for example, 0.34 means a 34% yield). (1) The reactants are [NH2:1][C:2]1[CH:7]=[CH:6][C:5]([C:8]([OH:13])([CH2:11][OH:12])[CH2:9][OH:10])=[CH:4][CH:3]=1.C([O-])(O)=O.[Na+].Cl[C:20]([O:22][C:23]1[CH:28]=[CH:27][CH:26]=[CH:25][CH:24]=1)=[O:21]. The catalyst is C1COCC1.O. The product is [OH:10][CH2:9][C:8]([C:5]1[CH:4]=[CH:3][C:2]([NH:1][C:20](=[O:21])[O:22][C:23]2[CH:28]=[CH:27][CH:26]=[CH:25][CH:24]=2)=[CH:7][CH:6]=1)([OH:13])[CH2:11][OH:12]. The yield is 0.600. (2) The reactants are [O:1]1[CH:5]=[CH:4][CH:3]=[C:2]1[C:6]1[C:7]2[NH:15][N:14]=[N:13][C:8]=2[N:9]=[C:10]([NH2:12])[N:11]=1.[CH2:16]([N:23]=[C:24]=[O:25])[C:17]1[CH:22]=[CH:21][CH:20]=[CH:19][CH:18]=1. The catalyst is CN(C=O)C.CN(C1C=CN=CC=1)C.CCOC(C)=O. The product is [NH2:12][C:10]1[N:11]=[C:6]([C:2]2[O:1][CH:5]=[CH:4][CH:3]=2)[C:7]2[N:15]=[N:14][N:13]([C:24]([NH:23][CH2:16][C:17]3[CH:22]=[CH:21][CH:20]=[CH:19][CH:18]=3)=[O:25])[C:8]=2[N:9]=1. The yield is 0.190.